Dataset: NCI-60 drug combinations with 297,098 pairs across 59 cell lines. Task: Regression. Given two drug SMILES strings and cell line genomic features, predict the synergy score measuring deviation from expected non-interaction effect. (1) Drug 1: CCCCCOC(=O)NC1=NC(=O)N(C=C1F)C2C(C(C(O2)C)O)O. Drug 2: CC12CCC3C(C1CCC2OP(=O)(O)O)CCC4=C3C=CC(=C4)OC(=O)N(CCCl)CCCl.[Na+]. Cell line: SN12C. Synergy scores: CSS=-1.78, Synergy_ZIP=-6.02, Synergy_Bliss=-7.57, Synergy_Loewe=-13.7, Synergy_HSA=-6.93. (2) Drug 1: C1=C(C(=O)NC(=O)N1)F. Drug 2: C1=NC2=C(N1)C(=S)N=C(N2)N. Cell line: KM12. Synergy scores: CSS=48.8, Synergy_ZIP=-4.76, Synergy_Bliss=-3.75, Synergy_Loewe=-8.40, Synergy_HSA=1.46.